Dataset: Catalyst prediction with 721,799 reactions and 888 catalyst types from USPTO. Task: Predict which catalyst facilitates the given reaction. (1) The catalyst class is: 12. Product: [Cl:21][C:22]1[N:27]=[C:26]([C:10]2[C:11]3[C:16](=[CH:15][CH:14]=[C:13]([F:17])[CH:12]=3)[N:8]([C:6]([O:5][C:1]([CH3:4])([CH3:3])[CH3:2])=[O:7])[CH:9]=2)[CH:25]=[CH:24][N:23]=1. Reactant: [C:1]([O:5][C:6]([N:8]1[C:16]2[C:11](=[CH:12][C:13]([F:17])=[CH:14][CH:15]=2)[C:10](B(O)O)=[CH:9]1)=[O:7])([CH3:4])([CH3:3])[CH3:2].[Cl:21][C:22]1[N:27]=[C:26](Cl)[CH:25]=[CH:24][N:23]=1.C([O-])(O)=O.[Na+]. (2) Reactant: [NH:1]1[CH:5]=[CH:4][N:3]=[C:2]1[C:6]1[CH2:11][CH2:10][N:9]([C:12]([O:14][C:15]([CH3:18])([CH3:17])[CH3:16])=[O:13])[CH2:8][CH:7]=1. Product: [NH:1]1[CH:5]=[CH:4][N:3]=[C:2]1[CH:6]1[CH2:7][CH2:8][N:9]([C:12]([O:14][C:15]([CH3:18])([CH3:17])[CH3:16])=[O:13])[CH2:10][CH2:11]1. The catalyst class is: 63. (3) Reactant: [C:1]([O:5][C:6]([NH:8][C@@H:9]1[C:15](=[O:16])[NH:14][C:13]2[CH:17]=[CH:18][CH:19]=[CH:20][C:12]=2[NH:11][CH2:10]1)=[O:7])([CH3:4])([CH3:3])[CH3:2].Cl.CN(C)CCCN=C=NCC.C(OC(NC(CNC1C=CC=CC=1N)C(O)=O)=O)(C)(C)C.[C:54]([O:57][CH2:58]C)(=[O:56])[CH3:55]. Product: [CH3:58][O:57][C:54](=[O:56])[CH2:55][N:14]1[C:15](=[O:16])[CH:9]([NH:8][C:6]([O:5][C:1]([CH3:4])([CH3:2])[CH3:3])=[O:7])[CH2:10][NH:11][C:12]2[CH:20]=[CH:19][CH:18]=[CH:17][C:13]1=2. The catalyst class is: 9. (4) Reactant: [F:1][C:2]1[CH:7]=[C:6]([F:8])[CH:5]=[CH:4][C:3]=1[C:9]1([C:12]([F:23])([F:22])[C:13]2[CH:18]=[CH:17][C:16]([O:19][CH:20]=[CH2:21])=[CH:15][N:14]=2)CO1.C[Si](C)(C)[C:26](F)([F:28])[F:27].[I-].[Na+].N#N.[C:36]([O-:39])(O)=O.[Na+]. Product: [F:27][C:26]1([F:28])[CH2:21][CH:20]1[O:19][C:16]1[CH:17]=[CH:18][C:13]([C:12]([C:9]2([C:3]3[CH:4]=[CH:5][C:6]([F:8])=[CH:7][C:2]=3[F:1])[CH2:36][O:39]2)([F:22])[F:23])=[N:14][CH:15]=1. The catalyst class is: 220. (5) The catalyst class is: 4. Product: [C:1]([O:5][C:6](=[O:13])[C@H:7]([CH2:9][CH:10]1[CH2:12][CH2:11]1)[NH:8][CH:14]=[O:15])([CH3:4])([CH3:2])[CH3:3]. Reactant: [C:1]([O:5][C:6](=[O:13])[C@H:7]([CH2:9][CH:10]1[CH2:12][CH2:11]1)[NH2:8])([CH3:4])([CH3:3])[CH3:2].[CH:14](OCC#N)=[O:15]. (6) Reactant: [C:1]([C:3]1[C:4]2[C:12]([CH:13]3[CH2:17][CH2:16][CH2:15][CH2:14]3)=[N:11][N:10]([C:18]3[CH:19]=[C:20]([C:23]([O:25]C)=[O:24])[S:21][CH:22]=3)[C:5]=2[C:6](=[O:9])[NH:7][CH:8]=1)#[N:2].C1COCC1.[OH-].[Na+].Cl. Product: [C:1]([C:3]1[C:4]2[C:12]([CH:13]3[CH2:17][CH2:16][CH2:15][CH2:14]3)=[N:11][N:10]([C:18]3[CH:19]=[C:20]([C:23]([OH:25])=[O:24])[S:21][CH:22]=3)[C:5]=2[C:6](=[O:9])[NH:7][CH:8]=1)#[N:2]. The catalyst class is: 72. (7) Reactant: [CH3:1][O:2][C:3](=[O:18])[C:4]1[CH:9]=[CH:8][C:7]([O:10][CH3:11])=[C:6]([O:12][CH2:13][CH2:14][N:15]=[N+]=[N-])[CH:5]=1. Product: [NH3:15].[CH3:1][O:2][C:3](=[O:18])[C:4]1[CH:9]=[CH:8][C:7]([O:10][CH3:11])=[C:6]([O:12][CH2:13][CH2:14][NH2:15])[CH:5]=1. The catalyst class is: 19. (8) Product: [ClH:22].[F:1][C:2]([F:14])([F:15])[O:3][C:4]1[CH:5]=[CH:6][C:7]([CH:10]([NH2:13])[CH2:11][CH3:12])=[CH:8][CH:9]=1. Reactant: [F:1][C:2]([F:15])([F:14])[O:3][C:4]1[CH:9]=[CH:8][C:7]([CH:10]([NH2:13])[CH2:11][CH3:12])=[CH:6][CH:5]=1.C(OCC)(=O)C.[ClH:22].C(OCC)(=O)C. The catalyst class is: 5.